Dataset: Peptide-MHC class II binding affinity with 134,281 pairs from IEDB. Task: Regression. Given a peptide amino acid sequence and an MHC pseudo amino acid sequence, predict their binding affinity value. This is MHC class II binding data. (1) The peptide sequence is MFFSTMKRPSREKQD. The MHC is HLA-DQA10401-DQB10402 with pseudo-sequence HLA-DQA10401-DQB10402. The binding affinity (normalized) is 0.244. (2) The peptide sequence is SLSELTDALRTLGST. The MHC is HLA-DQA10201-DQB10202 with pseudo-sequence HLA-DQA10201-DQB10202. The binding affinity (normalized) is 0.561. (3) The peptide sequence is KTQIDQVESTAGSLQ. The binding affinity (normalized) is 0.546. The MHC is DRB1_0401 with pseudo-sequence DRB1_0401. (4) The MHC is DRB1_0401 with pseudo-sequence DRB1_0401. The peptide sequence is QLSALWARFPLPVIP. The binding affinity (normalized) is 0.0911. (5) The peptide sequence is ETAEGGEIHELLRLQ. The MHC is HLA-DQA10301-DQB10302 with pseudo-sequence HLA-DQA10301-DQB10302. The binding affinity (normalized) is 0.220. (6) The peptide sequence is GPGAPADVQYDLYLN. The MHC is HLA-DPA10301-DPB10402 with pseudo-sequence HLA-DPA10301-DPB10402. The binding affinity (normalized) is 0.441.